From a dataset of NCI-60 drug combinations with 297,098 pairs across 59 cell lines. Regression. Given two drug SMILES strings and cell line genomic features, predict the synergy score measuring deviation from expected non-interaction effect. (1) Drug 1: CN1C(=O)N2C=NC(=C2N=N1)C(=O)N. Synergy scores: CSS=-5.66, Synergy_ZIP=3.31, Synergy_Bliss=0.312, Synergy_Loewe=-3.68, Synergy_HSA=-5.08. Cell line: A549. Drug 2: CC1=C(C=C(C=C1)C(=O)NC2=CC(=CC(=C2)C(F)(F)F)N3C=C(N=C3)C)NC4=NC=CC(=N4)C5=CN=CC=C5. (2) Drug 1: C1CC(=O)NC(=O)C1N2CC3=C(C2=O)C=CC=C3N. Drug 2: C1CN(P(=O)(OC1)NCCCl)CCCl. Cell line: KM12. Synergy scores: CSS=-0.823, Synergy_ZIP=-2.64, Synergy_Bliss=-11.7, Synergy_Loewe=-13.1, Synergy_HSA=-12.1.